Regression. Given two drug SMILES strings and cell line genomic features, predict the synergy score measuring deviation from expected non-interaction effect. From a dataset of NCI-60 drug combinations with 297,098 pairs across 59 cell lines. (1) Drug 1: C1CCC(C1)C(CC#N)N2C=C(C=N2)C3=C4C=CNC4=NC=N3. Drug 2: CN(CC1=CN=C2C(=N1)C(=NC(=N2)N)N)C3=CC=C(C=C3)C(=O)NC(CCC(=O)O)C(=O)O. Cell line: SF-268. Synergy scores: CSS=8.00, Synergy_ZIP=-2.67, Synergy_Bliss=2.16, Synergy_Loewe=-18.0, Synergy_HSA=-1.84. (2) Drug 1: CC(C1=C(C=CC(=C1Cl)F)Cl)OC2=C(N=CC(=C2)C3=CN(N=C3)C4CCNCC4)N. Drug 2: CC1C(C(CC(O1)OC2CC(CC3=C2C(=C4C(=C3O)C(=O)C5=C(C4=O)C(=CC=C5)OC)O)(C(=O)C)O)N)O.Cl. Cell line: TK-10. Synergy scores: CSS=31.7, Synergy_ZIP=-2.48, Synergy_Bliss=8.92, Synergy_Loewe=-2.36, Synergy_HSA=7.43. (3) Drug 1: CC12CCC3C(C1CCC2O)C(CC4=C3C=CC(=C4)O)CCCCCCCCCS(=O)CCCC(C(F)(F)F)(F)F. Drug 2: CC(C)(C#N)C1=CC(=CC(=C1)CN2C=NC=N2)C(C)(C)C#N. Cell line: OVCAR-8. Synergy scores: CSS=3.17, Synergy_ZIP=-0.461, Synergy_Bliss=-1.31, Synergy_Loewe=2.17, Synergy_HSA=-0.612. (4) Cell line: A498. Drug 1: C(CN)CNCCSP(=O)(O)O. Synergy scores: CSS=-1.16, Synergy_ZIP=5.64, Synergy_Bliss=-0.621, Synergy_Loewe=-1.84, Synergy_HSA=-1.50. Drug 2: C1C(C(OC1N2C=NC3=C2NC=NCC3O)CO)O. (5) Drug 1: C(CCl)NC(=O)N(CCCl)N=O. Drug 2: CC1C(C(CC(O1)OC2CC(CC3=C2C(=C4C(=C3O)C(=O)C5=C(C4=O)C(=CC=C5)OC)O)(C(=O)CO)O)N)O.Cl. Cell line: TK-10. Synergy scores: CSS=48.8, Synergy_ZIP=2.61, Synergy_Bliss=2.21, Synergy_Loewe=3.24, Synergy_HSA=4.99.